Dataset: Full USPTO retrosynthesis dataset with 1.9M reactions from patents (1976-2016). Task: Predict the reactants needed to synthesize the given product. Given the product [NH2:25][CH:22]1[CH2:21][CH2:20][N:19]([C:17]2[C:16]3[C:11](=[CH:12][C:13]([CH3:33])=[CH:14][CH:15]=3)[N:10]=[C:9]([C:3]3[C:2]([F:1])=[CH:7][CH:6]=[CH:5][C:4]=3[OH:8])[N:18]=2)[CH2:24][CH2:23]1, predict the reactants needed to synthesize it. The reactants are: [F:1][C:2]1[CH:7]=[CH:6][CH:5]=[C:4]([OH:8])[C:3]=1[C:9]1[N:18]=[C:17]([N:19]2[CH2:24][CH2:23][CH:22]([NH:25]C(=O)OC(C)(C)C)[CH2:21][CH2:20]2)[C:16]2[C:11](=[CH:12][C:13]([CH3:33])=[CH:14][CH:15]=2)[N:10]=1.C(O)(C(F)(F)F)=O.